Dataset: Forward reaction prediction with 1.9M reactions from USPTO patents (1976-2016). Task: Predict the product of the given reaction. (1) Given the reactants CS(O[CH2:6][CH2:7][F:8])(=O)=O.[CH:9]1([NH:12][C:13]([NH:15][C:16]2[CH:21]=[CH:20][C:19]([O:22][C:23]3[CH:28]=[CH:27][N:26]=[C:25]4[CH:29]=[C:30]([C:32]5[CH:37]=[CH:36][C:35]([CH2:38][N:39]6[CH2:44][CH2:43]N(CCF)C[CH2:40]6)=[CH:34][N:33]=5)[S:31][C:24]=34)=[C:18]([F:48])[CH:17]=2)=[O:14])[CH2:11][CH2:10]1, predict the reaction product. The product is: [CH:9]1([NH:12][C:13]([NH:15][C:16]2[CH:21]=[CH:20][C:19]([O:22][C:23]3[CH:28]=[CH:27][N:26]=[C:25]4[CH:29]=[C:30]([C:32]5[CH:37]=[CH:36][C:35]([CH2:38][N:39]6[CH2:44][CH2:43][CH:9]([N:12]([CH2:6][CH2:7][F:8])[CH3:13])[CH2:10][CH2:40]6)=[CH:34][N:33]=5)[S:31][C:24]=34)=[C:18]([F:48])[CH:17]=2)=[O:14])[CH2:11][CH2:10]1. (2) Given the reactants [O:1]1[CH:5]=[CH:4][CH2:3][CH2:2]1.[Li]C(C)(C)C.[Sn:11](Cl)([CH2:20][CH2:21][CH2:22][CH3:23])([CH2:16][CH2:17][CH2:18][CH3:19])[CH2:12][CH2:13][CH2:14][CH3:15].[NH4+].[Cl-], predict the reaction product. The product is: [CH2:20]([Sn:11]([CH2:12][CH2:13][CH2:14][CH3:15])([CH2:16][CH2:17][CH2:18][CH3:19])[C:5]1[O:1][CH2:2][CH2:3][CH:4]=1)[CH2:21][CH2:22][CH3:23]. (3) Given the reactants Cl.[OH:2][C@H:3]([C:7]1[CH:12]=[CH:11][CH:10]=[CH:9][CH:8]=1)[C:4]([OH:6])=O.[CH2:13]([C@H:20]1[CH2:24][NH:23][C@H:22]([C:25]([NH:27][C:28]2[CH:33]=[CH:32][C:31]([O:34][C:35]3[CH:40]=[CH:39][C:38]([F:41])=[CH:37][CH:36]=3)=[CH:30][CH:29]=2)=[O:26])[CH2:21]1)[C:14]1[CH:19]=[CH:18][CH:17]=[CH:16][CH:15]=1, predict the reaction product. The product is: [CH2:13]([C@H:20]1[CH2:24][N:23]([C:4](=[O:6])[C@H:3]([OH:2])[C:7]2[CH:12]=[CH:11][CH:10]=[CH:9][CH:8]=2)[C@H:22]([C:25]([NH:27][C:28]2[CH:33]=[CH:32][C:31]([O:34][C:35]3[CH:36]=[CH:37][C:38]([F:41])=[CH:39][CH:40]=3)=[CH:30][CH:29]=2)=[O:26])[CH2:21]1)[C:14]1[CH:15]=[CH:16][CH:17]=[CH:18][CH:19]=1. (4) Given the reactants [F:1][C:2]([F:11])([F:10])[C:3]1[CH:4]=[C:5]([NH2:9])[CH:6]=[N:7][CH:8]=1.C[Si]([NH-])(C)C.C[Si]([NH-])(C)C.[Na+].[Na+].[C:24]([O:28][C:29](O[C:29]([O:28][C:24]([CH3:27])([CH3:26])[CH3:25])=[O:30])=[O:30])([CH3:27])([CH3:26])[CH3:25], predict the reaction product. The product is: [F:11][C:2]([F:1])([F:10])[C:3]1[CH:4]=[C:5]([NH:9][C:29](=[O:30])[O:28][C:24]([CH3:27])([CH3:26])[CH3:25])[CH:6]=[N:7][CH:8]=1. (5) Given the reactants [Cl:1][C:2]1[CH:19]=[C:18]([Cl:20])[CH:17]=[CH:16][C:3]=1[CH2:4][O:5][C:6]1[CH:15]=[CH:14][C:9]2[C:10](=O)[CH2:11][O:12][C:8]=2[CH:7]=1.C([O-])(=O)C.[Na+].Cl.[CH3:27][O:28][NH2:29], predict the reaction product. The product is: [Cl:1][C:2]1[CH:19]=[C:18]([Cl:20])[CH:17]=[CH:16][C:3]=1[CH2:4][O:5][C:6]1[CH:15]=[CH:14][C:9]2[C:10](=[N:29][O:28][CH3:27])[CH2:11][O:12][C:8]=2[CH:7]=1.